From a dataset of Forward reaction prediction with 1.9M reactions from USPTO patents (1976-2016). Predict the product of the given reaction. (1) The product is: [CH:1]12[O:8][CH:5]([CH2:6][CH2:7]1)[CH2:4][N:3]([C:9]1[CH:14]=[C:13]([O:8][CH:5]([CH3:6])[CH3:4])[N:12]=[C:11]([OH:16])[N:10]=1)[CH2:2]2. Given the reactants [CH:1]12[O:8][CH:5]([CH2:6][CH2:7]1)[CH2:4][N:3]([C:9]1[CH:14]=[C:13](Cl)[N:12]=[C:11]([OH:16])[N:10]=1)[CH2:2]2.[H-].[Na+].[H][H], predict the reaction product. (2) Given the reactants Cl[C:2]1[C:7]([C:8]2[CH:9]=[C:10]([S:14]([NH2:17])(=[O:16])=[O:15])[CH:11]=[CH:12][CH:13]=2)=[C:6]([C:18]2[CH:23]=[CH:22][C:21]([F:24])=[CH:20][CH:19]=2)[N:5]=[C:4]([C:25]([F:28])([F:27])[F:26])[N:3]=1.[NH:29]1[CH2:34][CH2:33][NH:32][CH2:31][CH2:30]1, predict the reaction product. The product is: [F:24][C:21]1[CH:22]=[CH:23][C:18]([C:6]2[C:7]([C:8]3[CH:9]=[C:10]([S:14]([NH2:17])(=[O:16])=[O:15])[CH:11]=[CH:12][CH:13]=3)=[C:2]([N:29]3[CH2:34][CH2:33][NH:32][CH2:31][CH2:30]3)[N:3]=[C:4]([C:25]([F:28])([F:27])[F:26])[N:5]=2)=[CH:19][CH:20]=1. (3) Given the reactants [I:1][C:2]1[CH:3]=[C:4]([CH:8]=[CH:9][C:10]=1[CH3:11])[C:5]([NH2:7])=[O:6].CO[CH:14](OC)[N:15]([CH3:17])[CH3:16], predict the reaction product. The product is: [CH3:14][N:15](/[CH:17]=[N:7]/[C:5](=[O:6])[C:4]1[CH:8]=[CH:9][C:10]([CH3:11])=[C:2]([I:1])[CH:3]=1)[CH3:16].